From a dataset of Forward reaction prediction with 1.9M reactions from USPTO patents (1976-2016). Predict the product of the given reaction. The product is: [C:21]([C@@H:20]([NH:19][C:12]([C:10]1[CH:9]=[CH:8][C:7]([C:15]([F:18])([F:17])[F:16])=[C:6]([O:5][CH2:4][CH:1]2[CH2:2][CH2:3]2)[N:11]=1)=[O:14])[CH2:24][CH:25]([CH3:27])[CH3:26])(=[O:22])[NH2:23]. Given the reactants [CH:1]1([CH2:4][O:5][C:6]2[N:11]=[C:10]([C:12]([OH:14])=O)[CH:9]=[CH:8][C:7]=2[C:15]([F:18])([F:17])[F:16])[CH2:3][CH2:2]1.[NH2:19][C@@H:20]([CH2:24][CH:25]([CH3:27])[CH3:26])[C:21]([NH2:23])=[O:22], predict the reaction product.